From a dataset of Forward reaction prediction with 1.9M reactions from USPTO patents (1976-2016). Predict the product of the given reaction. (1) Given the reactants Cl[C:2]1[CH:17]=[CH:16][C:5]([C:6]([N:8]([CH3:15])[CH:9]2[CH2:14][CH2:13][O:12][CH2:11][CH2:10]2)=[O:7])=[C:4]([S:18][CH2:19][CH2:20][CH3:21])[N:3]=1.[NH:22]1[CH2:27][CH2:26][CH2:25][C@@H:24]([CH2:28][C:29]([O:31][CH3:32])=[O:30])[CH2:23]1.Cl.C(=O)([O-])[O-].[K+].[K+], predict the reaction product. The product is: [CH3:15][N:8]([CH:9]1[CH2:14][CH2:13][O:12][CH2:11][CH2:10]1)[C:6]([C:5]1[CH:16]=[CH:17][C:2]([N:22]2[CH2:27][CH2:26][CH2:25][C@@H:24]([CH2:28][C:29]([O:31][CH3:32])=[O:30])[CH2:23]2)=[N:3][C:4]=1[S:18][CH2:19][CH2:20][CH3:21])=[O:7]. (2) Given the reactants [CH3:1][C:2]1([CH3:13])[O:7][C:6](=[O:8])[NH:5][C:4]2[N:9]=[CH:10][CH:11]=[CH:12][C:3]1=2.[Br:14]N1C(=O)CCC1=O.C(=O)(O)[O-].[Na+], predict the reaction product. The product is: [Br:14][C:11]1[CH:10]=[N:9][C:4]2[NH:5][C:6](=[O:8])[O:7][C:2]([CH3:13])([CH3:1])[C:3]=2[CH:12]=1.